From a dataset of Peptide-MHC class I binding affinity with 185,985 pairs from IEDB/IMGT. Regression. Given a peptide amino acid sequence and an MHC pseudo amino acid sequence, predict their binding affinity value. This is MHC class I binding data. (1) The peptide sequence is LTQAAGQAF. The MHC is HLA-A23:01 with pseudo-sequence HLA-A23:01. The binding affinity (normalized) is 0.213. (2) The peptide sequence is TVFRNQNRV. The MHC is HLA-A24:03 with pseudo-sequence HLA-A24:03. The binding affinity (normalized) is 0.0847.